From a dataset of Catalyst prediction with 721,799 reactions and 888 catalyst types from USPTO. Predict which catalyst facilitates the given reaction. (1) Reactant: CC1(C)[O:6][C:5]([CH2:11][C:12]([C:15]2[C:23]3[O:22][CH2:21][CH2:20][C:19]=3[CH:18]=[C:17]([S:24][CH3:25])[CH:16]=2)([CH3:14])[CH3:13])([C:7]([F:10])([F:9])[F:8])[CH2:4][O:3]1.C1(C)C=CC(S(O)(=O)=O)=CC=1. Product: [CH3:14][C:12]([C:15]1[C:23]2[O:22][CH2:21][CH2:20][C:19]=2[CH:18]=[C:17]([S:24][CH3:25])[CH:16]=1)([CH3:13])[CH2:11][C:5]([C:7]([F:8])([F:9])[F:10])([OH:6])[CH2:4][OH:3]. The catalyst class is: 5. (2) Reactant: C1C2C(COC([NH:18][C@@H:19]([C:24]([NH:26][CH2:27][C:28]([O:30]C)=O)=[O:25])[CH2:20][CH2:21][CH2:22][CH3:23])=O)C3C(=CC=CC=3)C=2C=CC=1.ClCCl.N1CCCCC1. Product: [CH2:20]([C@H:19]1[NH:18][C:28](=[O:30])[CH2:27][NH:26][C:24]1=[O:25])[CH2:21][CH2:22][CH3:23]. The catalyst class is: 4. (3) Reactant: [C:1]([C@@H:5]1[NH:26][C:25](=[O:27])[O:24][CH2:23][CH2:22][CH2:21][CH2:20][CH2:19][CH:18]=[CH:17][C:16]2[CH:28]=[CH:29][CH:30]=[CH:31][C:15]=2[C:14]#[C:13][CH2:12][O:11][C@H:10]2[CH2:32][N:7]([C@H:8]([C:33]([O:35][CH3:36])=[O:34])[CH2:9]2)[C:6]1=[O:37])([CH3:4])([CH3:3])[CH3:2]. Product: [C:1]([C@@H:5]1[NH:26][C:25](=[O:27])[O:24][CH2:23][CH2:22][CH2:21][CH2:20][CH2:19][CH2:18][CH2:17][C:16]2[CH:28]=[CH:29][CH:30]=[CH:31][C:15]=2[CH2:14][CH2:13][CH2:12][O:11][C@H:10]2[CH2:32][N:7]([C@H:8]([C:33]([O:35][CH3:36])=[O:34])[CH2:9]2)[C:6]1=[O:37])([CH3:4])([CH3:2])[CH3:3]. The catalyst class is: 99. (4) Reactant: [CH3:1][N:2]1[CH2:8][CH2:7][CH2:6][C:5]2[O:9][C:10]3[CH:15]=[C:14]([N:16]4[CH:21]=[CH:20][C:19]([C:22]5[CH:27]=[CH:26][C:25]([C:28]([F:31])([F:30])[F:29])=[CH:24][CH:23]=5)=[CH:18][C:17]4=[O:32])[CH:13]=[CH:12][C:11]=3[C:4]=2[CH2:3]1.[ClH:33].CCOCC. Product: [ClH:33].[CH3:1][N:2]1[CH2:8][CH2:7][CH2:6][C:5]2[O:9][C:10]3[CH:15]=[C:14]([N:16]4[CH:21]=[CH:20][C:19]([C:22]5[CH:23]=[CH:24][C:25]([C:28]([F:31])([F:30])[F:29])=[CH:26][CH:27]=5)=[CH:18][C:17]4=[O:32])[CH:13]=[CH:12][C:11]=3[C:4]=2[CH2:3]1. The catalyst class is: 5. (5) Reactant: [C:1]([O:5][C:6]([N:8]1[CH2:15][CH:14]2[NH:16][CH:10]([CH2:11][N:12]([CH2:17][C:18]3[CH:23]=[CH:22][C:21]([F:24])=[CH:20][CH:19]=3)[CH2:13]2)[CH2:9]1)=[O:7])([CH3:4])([CH3:3])[CH3:2].[Cl:25][C:26]1[CH:31]=[CH:30][C:29](/[CH:32]=[CH:33]/[C:34](O)=[O:35])=[C:28]([NH:37][C:38](=[O:43])[C:39]([F:42])([F:41])[F:40])[CH:27]=1.CCN=C=NCCCN(C)C.Cl.Cl. Product: [C:1]([O:5][C:6]([N:8]1[CH2:9][CH:10]2[N:16]([C:34](=[O:35])/[CH:33]=[CH:32]/[C:29]3[CH:30]=[CH:31][C:26]([Cl:25])=[CH:27][C:28]=3[NH:37][C:38](=[O:43])[C:39]([F:41])([F:40])[F:42])[CH:14]([CH2:13][N:12]([CH2:17][C:18]3[CH:19]=[CH:20][C:21]([F:24])=[CH:22][CH:23]=3)[CH2:11]2)[CH2:15]1)=[O:7])([CH3:4])([CH3:2])[CH3:3]. The catalyst class is: 2. (6) Reactant: C1(O[C:8](=[O:27])[NH:9][C:10]2[CH:19]=[CH:18][C:17]([NH:20][C:21](=[O:26])[C:22]([F:25])([F:24])[F:23])=[C:16]3[C:11]=2[CH:12]=[CH:13][N:14]=[CH:15]3)C=CC=CC=1.Cl.[F:29][C:30]1[CH:31]=[C:32]([CH:38]=[C:39]([F:41])[CH:40]=1)[O:33][CH2:34][CH:35]([NH2:37])[CH3:36].CS(C)=[O:44].C(N(CC)C(C)C)(C)C. Product: [F:23][C:22]([F:25])([F:24])[C:21]([OH:26])=[O:33].[OH:44][C:21]([C:22]([F:25])([F:24])[F:23])=[O:26].[F:29][C:30]1[CH:31]=[C:32]([CH:38]=[C:39]([F:41])[CH:40]=1)[O:33][CH2:34][CH:35]([NH:37][C:8]([NH:9][C:10]1[CH:19]=[CH:18][C:17]([NH:20][C:21](=[O:26])[C:22]([F:23])([F:24])[F:25])=[C:16]2[C:11]=1[CH:12]=[CH:13][N:14]=[CH:15]2)=[O:27])[CH3:36]. The catalyst class is: 13. (7) Reactant: Cl.[CH3:2][O:3][C:4](=[O:15])[C:5]1[CH:10]=[CH:9][C:8]([C:11](=[O:14])[CH2:12][NH2:13])=[CH:7][CH:6]=1.CCN=C=NCCCN(C)C.Cl.[C:28]([N:35]([CH3:41])[C@H:36]([C:38](O)=[O:39])[CH3:37])([O:30][C:31]([CH3:34])([CH3:33])[CH3:32])=[O:29].C1C=CC2N(O)N=NC=2C=1.CN1CCOCC1. Product: [CH3:2][O:3][C:4](=[O:15])[C:5]1[CH:6]=[CH:7][C:8]([C:11](=[O:14])[CH2:12][NH:13][C:38](=[O:39])[C@@H:36]([N:35]([C:28]([O:30][C:31]([CH3:34])([CH3:33])[CH3:32])=[O:29])[CH3:41])[CH3:37])=[CH:9][CH:10]=1. The catalyst class is: 96. (8) Reactant: [CH2:1]([N:8]([CH2:12][Si](C)(C)C)[CH2:9]OC)[C:2]1[CH:7]=[CH:6][CH:5]=[CH:4][CH:3]=1.[F:17][C:18]([F:34])([F:33])[O:19][C:20]1[CH:25]=[CH:24][C:23]([N:26]2[CH2:31][CH2:30][CH:29]=[CH:28][C:27]2=[O:32])=[CH:22][CH:21]=1.FC(F)(F)C(O)=O. Product: [CH2:1]([N:8]1[CH2:9][CH:29]2[CH:28]([C:27](=[O:32])[N:26]([C:23]3[CH:22]=[CH:21][C:20]([O:19][C:18]([F:17])([F:34])[F:33])=[CH:25][CH:24]=3)[CH2:31][CH2:30]2)[CH2:12]1)[C:2]1[CH:3]=[CH:4][CH:5]=[CH:6][CH:7]=1. The catalyst class is: 2.